Dataset: Forward reaction prediction with 1.9M reactions from USPTO patents (1976-2016). Task: Predict the product of the given reaction. (1) Given the reactants [CH3:1][O:2][C:3](=[O:24])[C:4]1[CH:9]=[C:8]([O:10][C:11]2[CH:12]=[C:13]3[C:18](=[CH:19][CH:20]=2)[N:17]=[CH:16][CH:15]=[CH:14]3)[CH:7]=[CH:6][C:5]=1[N+:21]([O-])=O.Cl.C(O)(C)C, predict the reaction product. The product is: [CH3:1][O:2][C:3](=[O:24])[C:4]1[CH:9]=[C:8]([O:10][C:11]2[CH:12]=[C:13]3[C:18](=[CH:19][CH:20]=2)[NH:17][CH2:16][CH2:15][CH2:14]3)[CH:7]=[CH:6][C:5]=1[NH2:21]. (2) Given the reactants C(OC([N:8]1[CH2:12][C:11]([F:14])([F:13])[CH2:10][C@@H:9]1[CH:15]([CH3:20])[CH2:16][C:17]([OH:19])=[O:18])=O)(C)(C)C.[ClH:21], predict the reaction product. The product is: [ClH:21].[F:14][C:11]1([F:13])[CH2:12][NH:8][C@@H:9]([CH:15]([CH3:20])[CH2:16][C:17]([OH:19])=[O:18])[CH2:10]1. (3) Given the reactants [CH:1]1[C:10]2[C:5](=[CH:6][CH:7]=[CH:8][CH:9]=2)[CH:4]=[CH:3][CH:2]=1, predict the reaction product. The product is: [C:9]1([C:1]2[C:10]3[C:5](=[CH:6][CH:7]=[CH:8][CH:9]=3)[CH:4]=[CH:3][CH:2]=2)[C:10]2[C:5](=[CH:4][CH:3]=[CH:2][CH:1]=2)[CH:6]=[CH:7][CH:8]=1.[CH:9]1[C:10]2[C:5](=[CH:4][CH:3]=[CH:2][CH:1]=2)[CH:6]=[CH:7][CH:8]=1.